Dataset: Forward reaction prediction with 1.9M reactions from USPTO patents (1976-2016). Task: Predict the product of the given reaction. (1) The product is: [CH3:1][O:2][C:3](=[O:15])[CH2:4][C@@:5]1([CH2:11][NH:12][C:13]([O:24][CH3:23])=[O:14])[CH2:9][CH2:8][C@@H:7]([CH3:10])[CH2:6]1. Given the reactants [CH3:1][O:2][C:3](=[O:15])[CH2:4][C@@:5]1([CH2:11][N:12]=[C:13]=[O:14])[CH2:9][CH2:8][C@@H:7]([CH3:10])[CH2:6]1.C1(C)C=CC=CC=1.[CH3:23][OH:24], predict the reaction product. (2) The product is: [CH3:1][C:2]1[N:7]2[N:8]=[C:9]([CH2:11][CH2:12][C:13]3[N:25]=[C:16]4[C:17]5[CH:18]=[CH:19][CH:20]=[N:21][C:22]=5[CH2:23][CH2:24][N:15]4[N:14]=3)[N:10]=[C:6]2[CH:5]=[CH:4][CH:3]=1. Given the reactants [CH3:1][C:2]1[N:7]2[N:8]=[C:9](/[CH:11]=[CH:12]/[C:13]3[N:25]=[C:16]4[C:17]5[CH:18]=[CH:19][CH:20]=[N:21][C:22]=5[CH:23]=[CH:24][N:15]4[N:14]=3)[N:10]=[C:6]2[CH:5]=[CH:4][CH:3]=1, predict the reaction product. (3) Given the reactants [F:1][C:2]1[C:10]2[O:9][CH:8]=[C:7]([CH2:11][O:12][C:13]3[CH:21]=[CH:20][CH:19]=[C:18]4[C:14]=3[CH:15]=[C:16]([C:22]([OH:24])=O)[NH:17]4)[C:6]=2[CH:5]=[CH:4][CH:3]=1.[ClH:25].Cl.Cl.[C@H:28]1([CH2:38][N:39]2[CH2:44][CH2:43][CH:42]([NH2:45])[CH2:41][CH2:40]2)[C@@H:37]2[N:32]([CH2:33][CH2:34][CH2:35][CH2:36]2)[CH2:31][CH2:30][CH2:29]1, predict the reaction product. The product is: [ClH:25].[ClH:25].[C@H:28]1([CH2:38][N:39]2[CH2:44][CH2:43][CH:42]([NH:45][C:22]([C:16]3[NH:17][C:18]4[C:14]([CH:15]=3)=[C:13]([O:12][CH2:11][C:7]3[C:6]5[CH:5]=[CH:4][CH:3]=[C:2]([F:1])[C:10]=5[O:9][CH:8]=3)[CH:21]=[CH:20][CH:19]=4)=[O:24])[CH2:41][CH2:40]2)[C@@H:37]2[N:32]([CH2:33][CH2:34][CH2:35][CH2:36]2)[CH2:31][CH2:30][CH2:29]1. (4) Given the reactants Br[C:2]1[CH:3]=[C:4]([N:8]2[CH2:13][CH2:12][N:11]([CH3:14])[CH2:10][CH2:9]2)[CH:5]=[CH:6][CH:7]=1.CCCCCC.C([Li])CCC.[B:26](OC(C)C)([O:31]C(C)C)[O:27]C(C)C, predict the reaction product. The product is: [CH3:14][N:11]1[CH2:12][CH2:13][N:8]([C:4]2[CH:3]=[C:2]([B:26]([OH:31])[OH:27])[CH:7]=[CH:6][CH:5]=2)[CH2:9][CH2:10]1. (5) Given the reactants [BH4-].[Na+].[O:3]=[C:4]1[CH2:9][CH2:8][N:7]([C:10]([O:12][C:13]([CH3:16])([CH3:15])[CH3:14])=[O:11])[CH2:6][CH:5]1[C:17](OCC)=[O:18], predict the reaction product. The product is: [OH:3][CH:4]1[CH2:9][CH2:8][N:7]([C:10]([O:12][C:13]([CH3:14])([CH3:15])[CH3:16])=[O:11])[CH2:6][CH:5]1[CH2:17][OH:18]. (6) Given the reactants [Cl:1][C:2]1[CH:7]=[C:6]([C:8]2[N:12]([C:13]3[CH:18]=[CH:17][CH:16]=[C:15](Br)[CH:14]=3)[N:11]=[CH:10][CH:9]=2)[CH:5]=[CH:4][N:3]=1.[CH3:20][PH:21](=[O:23])[CH3:22].CC(C1C=C(C(C)C)C(C2C=CC=CC=2P(C2CCCCC2)C2CCCCC2)=C(C(C)C)C=1)C.[O-]P([O-])([O-])=O.[K+].[K+].[K+], predict the reaction product. The product is: [Cl:1][C:2]1[CH:7]=[C:6]([C:8]2[N:12]([C:13]3[CH:18]=[CH:17][CH:16]=[C:15]([P:21]([CH3:22])([CH3:20])=[O:23])[CH:14]=3)[N:11]=[CH:10][CH:9]=2)[CH:5]=[CH:4][N:3]=1. (7) The product is: [F:14][C:11]1[CH:12]=[CH:13][C:8]([CH:7]([C:15]2[CH:20]=[CH:19][C:18]([F:21])=[CH:17][CH:16]=2)[C:6]([NH:5][CH2:4][CH2:3][CH2:2][N:39]2[CH2:40][CH2:41][CH:36]([C:30]3[C:29]([F:42])=[C:28]([NH:27][C:25](=[O:26])[CH:24]([CH3:23])[CH3:43])[C:33]([F:34])=[CH:32][C:31]=3[F:35])[CH2:37][CH2:38]2)=[O:22])=[CH:9][CH:10]=1. Given the reactants Br[CH2:2][CH2:3][CH2:4][NH:5][C:6](=[O:22])[CH:7]([C:15]1[CH:20]=[CH:19][C:18]([F:21])=[CH:17][CH:16]=1)[C:8]1[CH:13]=[CH:12][C:11]([F:14])=[CH:10][CH:9]=1.[CH3:23][CH:24]([CH3:43])[C:25]([NH:27][C:28]1[C:33]([F:34])=[CH:32][C:31]([F:35])=[C:30]([CH:36]2[CH2:41][CH2:40][NH:39][CH2:38][CH2:37]2)[C:29]=1[F:42])=[O:26], predict the reaction product.